From a dataset of Forward reaction prediction with 1.9M reactions from USPTO patents (1976-2016). Predict the product of the given reaction. Given the reactants [CH3:1][S:2][C:3]1[CH:4]=[C:5]([C:9]2[N:13]3[N:14]=[C:15]([N:18]4[CH2:23][CH2:22][CH2:21][CH2:20][CH2:19]4)[CH:16]=[CH:17][C:12]3=[N:11][N:10]=2)[CH:6]=[CH:7][CH:8]=1.ClC1C=CC=C(C(OO)=[O:32])C=1.[OH2:35], predict the reaction product. The product is: [CH3:1][S:2]([C:3]1[CH:4]=[C:5]([C:9]2[N:13]3[N:14]=[C:15]([N:18]4[CH2:23][CH2:22][CH2:21][CH2:20][CH2:19]4)[CH:16]=[CH:17][C:12]3=[N:11][N:10]=2)[CH:6]=[CH:7][CH:8]=1)(=[O:32])=[O:35].